Dataset: Full USPTO retrosynthesis dataset with 1.9M reactions from patents (1976-2016). Task: Predict the reactants needed to synthesize the given product. (1) The reactants are: [C:1]([O:4][C:5](=[O:7])[CH3:6])(=O)[CH3:2].[F:8][C:9]1[C:14]([F:15])=[CH:13][CH:12]=[C:11]([F:16])C=1CO.N1C=CC=CC=1. Given the product [C:5]([O:4][CH2:1][C:2]1[C:11]([F:16])=[CH:12][CH:13]=[C:14]([F:15])[C:9]=1[F:8])(=[O:7])[CH3:6], predict the reactants needed to synthesize it. (2) Given the product [CH2:22]([C:6]1[CH:7]=[CH:8][C:9]2[C:10]([CH3:14])=[N:11][O:12][C:13]=2[C:5]=1[OH:4])[CH:17]=[CH2:18], predict the reactants needed to synthesize it. The reactants are: C([O:4][C:5]1[C:13]2[O:12][N:11]=[C:10]([CH3:14])[C:9]=2[CH:8]=[CH:7][CH:6]=1)C=C.CN(C)[C:17]1[CH:22]=CC=C[CH:18]=1. (3) The reactants are: [F:1][C:2]1[CH:7]=[CH:6][C:5]([CH:8]2[N:12]([S:13]([C:16]3[CH:21]=[CH:20][C:19]([CH3:22])=[CH:18][CH:17]=3)(=[O:15])=[O:14])[CH:11]([CH2:23]O)[CH2:10][CH2:9]2)=[CH:4][CH:3]=1.S(Cl)([Cl:27])=O. Given the product [Cl:27][CH2:23][CH:11]1[CH2:10][CH2:9][CH:8]([C:5]2[CH:6]=[CH:7][C:2]([F:1])=[CH:3][CH:4]=2)[N:12]1[S:13]([C:16]1[CH:21]=[CH:20][C:19]([CH3:22])=[CH:18][CH:17]=1)(=[O:15])=[O:14], predict the reactants needed to synthesize it. (4) Given the product [C:15]1([CH:13]([C:11]2[CH:12]=[C:8]([CH2:7][OH:6])[S:9][CH:10]=2)[CH3:14])[CH:20]=[CH:19][CH:18]=[CH:17][CH:16]=1, predict the reactants needed to synthesize it. The reactants are: C([Si](C)(C)[O:6][CH2:7][C:8]1[S:9][CH:10]=[C:11]([CH:13]([C:15]2[CH:20]=[CH:19][CH:18]=[CH:17][CH:16]=2)[CH3:14])[CH:12]=1)(C)(C)C. (5) Given the product [NH2:8][CH2:7][C:6]1[CH:9]=[CH:10][C:3]([N:2]([CH3:11])[CH3:1])=[CH:4][CH:5]=1, predict the reactants needed to synthesize it. The reactants are: [CH3:1][N:2]([CH3:11])[C:3]1[CH:10]=[CH:9][C:6]([C:7]#[N:8])=[CH:5][CH:4]=1.[H-].[H-].[H-].[H-].[Li+].[Al+3]. (6) Given the product [CH3:3][N:4]1[C:17]2[CH:16]=[C:15]([CH:18]([CH2:33][CH:34]3[CH2:35][CH2:36][O:37][CH2:38][CH2:39]3)[C:19]([NH:21][C:22]3[S:23][CH:24]=[C:25]([CH2:27][C:28]([OH:30])=[O:29])[N:26]=3)=[O:20])[CH:14]=[CH:13][C:12]=2[S:11](=[O:40])(=[O:41])[C:10]2[C:5]1=[CH:6][CH:7]=[CH:8][CH:9]=2, predict the reactants needed to synthesize it. The reactants are: [OH-].[Na+].[CH3:3][N:4]1[C:17]2[CH:16]=[C:15]([CH:18]([CH2:33][CH:34]3[CH2:39][CH2:38][O:37][CH2:36][CH2:35]3)[C:19]([NH:21][C:22]3[S:23][CH:24]=[C:25]([CH2:27][C:28]([O:30]CC)=[O:29])[N:26]=3)=[O:20])[CH:14]=[CH:13][C:12]=2[S:11](=[O:41])(=[O:40])[C:10]2[C:5]1=[CH:6][CH:7]=[CH:8][CH:9]=2.Cl. (7) Given the product [CH2:1]([N:3]1[C:12]2[C:7](=[CH:8][C:9]([CH3:27])=[C:10]([C:13]3[CH:18]=[C:17]([CH2:19][OH:35])[CH:16]=[CH:15][C:14]=3[O:21][CH2:22][C:23]([F:24])([F:25])[F:26])[CH:11]=2)[C:6]([CH3:28])([CH3:29])[CH2:5][C:4]1=[O:30])[CH3:2], predict the reactants needed to synthesize it. The reactants are: [CH2:1]([N:3]1[C:12]2[C:7](=[CH:8][C:9]([CH3:27])=[C:10]([C:13]3[CH:18]=[C:17]([CH:19]=C)[CH:16]=[CH:15][C:14]=3[O:21][CH2:22][C:23]([F:26])([F:25])[F:24])[CH:11]=2)[C:6]([CH3:29])([CH3:28])[CH2:5][C:4]1=[O:30])[CH3:2].CSC.B.[OH-:35].[Na+].OO. (8) Given the product [CH3:19][O:18][C:4]1[CH:5]=[C:6]([C:9]2[O:10][C:11]3[CH:17]=[CH:16][CH:15]=[CH:14][C:12]=3[N:13]=2)[CH:7]=[CH:8][C:3]=1[CH2:2][C:22]1[CH:21]=[N:20][CH:25]=[CH:24][CH:23]=1, predict the reactants needed to synthesize it. The reactants are: Br[CH2:2][C:3]1[CH:8]=[CH:7][C:6]([C:9]2[O:10][C:11]3[CH:17]=[CH:16][CH:15]=[CH:14][C:12]=3[N:13]=2)=[CH:5][C:4]=1[O:18][CH3:19].[N:20]1[CH:25]=[CH:24][CH:23]=[C:22](B(O)O)[CH:21]=1.C([O-])([O-])=O.[K+].[K+].COCCOC. (9) Given the product [CH2:1]([O:8][C:9]1[CH:14]=[CH:13][N:12]=[CH:11][C:10]=1[N:15]([CH3:20])[S:16]([CH3:19])(=[O:18])=[O:17])[C:2]1[CH:7]=[CH:6][CH:5]=[CH:4][CH:3]=1, predict the reactants needed to synthesize it. The reactants are: [CH2:1]([O:8][C:9]1[CH:14]=[CH:13][N:12]=[CH:11][C:10]=1[NH:15][S:16]([CH3:19])(=[O:18])=[O:17])[C:2]1[CH:7]=[CH:6][CH:5]=[CH:4][CH:3]=1.[C:20]([O-])([O-])=O.[K+].[K+].CI.O. (10) Given the product [O:13]1[C:17]2[CH:18]=[CH:19][C:20]([C:22]3[NH:12][C:11]4[N:10]([N:9]=[CH:8][C:7]=4[C:1]4[CH:2]=[CH:3][CH:4]=[CH:5][CH:6]=4)[C:24](=[O:25])[CH:23]=3)=[CH:21][C:16]=2[O:15][CH2:14]1, predict the reactants needed to synthesize it. The reactants are: [C:1]1([C:7]2[CH:8]=[N:9][NH:10][C:11]=2[NH2:12])[CH:6]=[CH:5][CH:4]=[CH:3][CH:2]=1.[O:13]1[C:17]2[CH:18]=[CH:19][C:20]([C:22](=O)[CH2:23][C:24](OCC)=[O:25])=[CH:21][C:16]=2[O:15][CH2:14]1.